The task is: Predict the product of the given reaction.. This data is from Forward reaction prediction with 1.9M reactions from USPTO patents (1976-2016). (1) Given the reactants [F:1][C:2]1[CH:7]=[CH:6][C:5]([C:8]2[CH:13]=[CH:12][C:11]([C@@H:14]([N:16]3[CH2:21][CH2:20][C@:19]([CH2:28][CH2:29][C:30](O)=[O:31])([C:22]4[CH:27]=[CH:26][CH:25]=[CH:24][CH:23]=4)[O:18][C:17]3=[O:33])[CH3:15])=[CH:10][CH:9]=2)=[CH:4][CH:3]=1.C1C=CC2N(O)N=[N:40]C=2C=1.CCN=C=NCCCN(C)C.Cl.CCN(C(C)C)C(C)C, predict the reaction product. The product is: [F:1][C:2]1[CH:7]=[CH:6][C:5]([C:8]2[CH:13]=[CH:12][C:11]([C@@H:14]([N:16]3[CH2:21][CH2:20][C@:19]([CH2:28][CH2:29][C:30]([NH2:40])=[O:31])([C:22]4[CH:27]=[CH:26][CH:25]=[CH:24][CH:23]=4)[O:18][C:17]3=[O:33])[CH3:15])=[CH:10][CH:9]=2)=[CH:4][CH:3]=1. (2) The product is: [CH2:31]([C:35]1[CH:36]=[CH:37][C:38]([CH2:41][NH:20][CH2:19][C:16]2[CH:15]=[CH:14][C:13]([CH2:12][N:11]([CH2:10][C:2]3[NH:3][C:4]4[CH:9]=[CH:8][CH:7]=[CH:6][C:5]=4[N:1]=3)[CH:21]3[C:30]4[N:29]=[CH:28][CH:27]=[CH:26][C:25]=4[CH2:24][CH2:23][CH2:22]3)=[CH:18][CH:17]=2)=[N:39][CH:40]=1)[CH2:32][CH2:33][CH3:34]. Given the reactants [NH:1]1[C:5]2[CH:6]=[CH:7][CH:8]=[CH:9][C:4]=2[N:3]=[C:2]1[CH2:10][N:11]([CH:21]1[C:30]2[N:29]=[CH:28][CH:27]=[CH:26][C:25]=2[CH2:24][CH2:23][CH2:22]1)[CH2:12][C:13]1[CH:18]=[CH:17][C:16]([CH2:19][NH2:20])=[CH:15][CH:14]=1.[CH2:31]([C:35]1[CH:36]=[CH:37][C:38]([CH:41]=O)=[N:39][CH:40]=1)[CH2:32][CH2:33][CH3:34].[BH-](OC(C)=O)(OC(C)=O)OC(C)=O.[Na+], predict the reaction product. (3) Given the reactants [Br:1][C:2]1[CH:10]=[C:9]2[C:5]([CH2:6][N:7]([C@H:12]([CH:17]([CH3:19])C)[C:13]([O:15][CH3:16])=[O:14])[C:8]2=[O:11])=[CH:4][CH:3]=1.Cl.N[C:22]1(C(OC)=O)CCC[CH2:23]1, predict the reaction product. The product is: [Br:1][C:2]1[CH:10]=[C:9]2[C:5]([CH2:6][N:7]([C:12]3([C:13]([O:15][CH3:16])=[O:14])[CH2:17][CH2:19][CH2:23][CH2:22]3)[C:8]2=[O:11])=[CH:4][CH:3]=1.